Dataset: Reaction yield outcomes from USPTO patents with 853,638 reactions. Task: Predict the reaction yield, written as a fraction of the theoretical maximum amount of product (1.0 means a 100% yield; for example, 0.34 means a 34% yield). (1) The reactants are [CH2:1]([C:3]([F:33])([CH2:31][CH3:32])[CH2:4][N:5]1[CH2:10][CH2:9][CH:8]([CH2:11][O:12][C:13]2[N:18]=[CH:17][C:16]([C:19]3[CH:29]=[CH:28][C:22]([C:23]([O:25]CC)=[O:24])=[C:21]([F:30])[CH:20]=3)=[CH:15][CH:14]=2)[CH2:7][CH2:6]1)[CH3:2].O[Li].O. The catalyst is O. The product is [CH2:1]([C:3]([F:33])([CH2:31][CH3:32])[CH2:4][N:5]1[CH2:10][CH2:9][CH:8]([CH2:11][O:12][C:13]2[N:18]=[CH:17][C:16]([C:19]3[CH:29]=[CH:28][C:22]([C:23]([OH:25])=[O:24])=[C:21]([F:30])[CH:20]=3)=[CH:15][CH:14]=2)[CH2:7][CH2:6]1)[CH3:2]. The yield is 0.880. (2) The reactants are [NH:1]1[CH2:6][CH2:5][NH:4][CH2:3][C:2]1=[O:7].C[Al](C)C.[F:12][C:13]1[CH:18]=[CH:17][CH:16]=[C:15]([F:19])[C:14]=1[N:20]1[C:25]2[N:26]=[C:27]([NH:38][CH2:39][C:40](OC)=[O:41])[N:28]=[C:29]([C:30]3[CH:35]=[CH:34][C:33]([F:36])=[CH:32][C:31]=3[CH3:37])[C:24]=2[CH:23]=[CH:22][C:21]1=[O:44]. No catalyst specified. The product is [F:12][C:13]1[CH:18]=[CH:17][CH:16]=[C:15]([F:19])[C:14]=1[N:20]1[C:25]2[N:26]=[C:27]([NH:38][CH2:39][C:40](=[O:41])[N:4]3[CH2:5][CH2:6][NH:1][C:2](=[O:7])[CH2:3]3)[N:28]=[C:29]([C:30]3[CH:35]=[CH:34][C:33]([F:36])=[CH:32][C:31]=3[CH3:37])[C:24]=2[CH:23]=[CH:22][C:21]1=[O:44]. The yield is 0.290. (3) The reactants are [C:1](=O)(OC(Cl)(Cl)Cl)[O:2]C(Cl)(Cl)Cl.[CH3:13]N(C)C=O.[F:18][C:19]1[C:24]([O:25][CH3:26])=[CH:23][C:22]([C:27](=[O:29])[CH3:28])=[C:21]([OH:30])[CH:20]=1. The catalyst is ClCCCl. The product is [F:18][C:19]1[CH:20]=[C:21]2[C:22]([C:27](=[O:29])[C:28]([CH:1]=[O:2])=[CH:13][O:30]2)=[CH:23][C:24]=1[O:25][CH3:26]. The yield is 0.530. (4) The reactants are C1(N)C(F)=C(F)C(F)=C(N)C=1F.Cl.Cl.[NH:15]1[C:23]2[C:18](=[CH:19][CH:20]=[CH:21][CH:22]=2)[C:17](/[CH:24]=[CH:25]/[C:26]2[CH:39]=[CH:38][C:29]([C:30]([N:32]3[CH2:37][CH2:36][NH:35][CH2:34][CH2:33]3)=[O:31])=[CH:28][CH:27]=2)=[N:16]1.C(N(CC)CC)C.[CH2:47]([N:49]=[C:50]=[O:51])[CH3:48]. The catalyst is C1COCC1.O. The product is [CH2:47]([NH:49][C:50]([N:35]1[CH2:36][CH2:37][N:32]([C:30](=[O:31])[C:29]2[CH:28]=[CH:27][C:26](/[CH:25]=[CH:24]/[C:17]3[C:18]4[C:23](=[CH:22][CH:21]=[CH:20][CH:19]=4)[NH:15][N:16]=3)=[CH:39][CH:38]=2)[CH2:33][CH2:34]1)=[O:51])[CH3:48]. The yield is 0.550. (5) The reactants are [Br:1][C:2]1[C:7]([O:8][CH3:9])=[CH:6][CH:5]=[CH:4][C:3]=1[F:10].[CH3:11][O:12]C(Cl)Cl. The catalyst is [Ti](Cl)(Cl)(Cl)Cl.ClCCl. The product is [Br:1][C:2]1[C:3]([F:10])=[C:4]([CH:5]=[CH:6][C:7]=1[O:8][CH3:9])[CH:11]=[O:12]. The yield is 0.740. (6) The reactants are [CH3:1][C:2]1([CH3:18])[C:6](=O)[CH2:5][N:4]([C:8]([O:10][CH2:11][C:12]2[CH:17]=[CH:16][CH:15]=[CH:14][CH:13]=2)=[O:9])[CH2:3]1.C([O-])(=O)C.[Na+].Cl.[CH3:25][O:26][NH2:27]. The catalyst is CO. The product is [CH3:1][C:2]1([CH3:18])[CH2:3][N:4]([C:8]([O:10][CH2:11][C:12]2[CH:17]=[CH:16][CH:15]=[CH:14][CH:13]=2)=[O:9])[CH2:5]/[C:6]/1=[N:27]\[O:26][CH3:25]. The yield is 0.890. (7) The reactants are Cl[C:2]1[C:7]2[C:8](=[O:22])[N:9]([CH2:11][C:12]3[CH:17]=[CH:16][C:15]([O:18][CH3:19])=[CH:14][C:13]=3[O:20][CH3:21])[CH2:10][C:6]=2[C:5]([F:23])=[C:4]([NH:24][C@H:25]([CH2:29][CH:30]([CH3:32])[CH3:31])[C:26]([NH2:28])=[O:27])[N:3]=1.C([Sn](CCCC)(CCCC)[C:38]1[O:39][CH:40]=[CH:41][CH:42]=1)CCC. The catalyst is C1(C)C=CC=CC=1.C1C=CC([P]([Pd]([P](C2C=CC=CC=2)(C2C=CC=CC=2)C2C=CC=CC=2)([P](C2C=CC=CC=2)(C2C=CC=CC=2)C2C=CC=CC=2)[P](C2C=CC=CC=2)(C2C=CC=CC=2)C2C=CC=CC=2)(C2C=CC=CC=2)C2C=CC=CC=2)=CC=1. The product is [CH3:21][O:20][C:13]1[CH:14]=[C:15]([O:18][CH3:19])[CH:16]=[CH:17][C:12]=1[CH2:11][N:9]1[CH2:10][C:6]2[C:5]([F:23])=[C:4]([NH:24][C@H:25]([CH2:29][CH:30]([CH3:32])[CH3:31])[C:26]([NH2:28])=[O:27])[N:3]=[C:2]([C:38]3[O:39][CH:40]=[CH:41][CH:42]=3)[C:7]=2[C:8]1=[O:22]. The yield is 0.580. (8) The reactants are [CH:1](=[O:10])[C:2]1[CH:7]=[CH:6][C:5]([O:8][CH3:9])=[CH:4][CH:3]=1.[CH:11]([Mg]Br)=[CH2:12]. The catalyst is O1CCCC1. The product is [CH3:9][O:8][C:5]1[CH:6]=[CH:7][C:2]([CH:1]([OH:10])[CH:11]=[CH2:12])=[CH:3][CH:4]=1. The yield is 0.510.